Predict the reactants needed to synthesize the given product. From a dataset of Full USPTO retrosynthesis dataset with 1.9M reactions from patents (1976-2016). Given the product [Cl:22][C:2]1[N:7]2[N:8]=[C:9]([CH2:11][CH2:12][CH3:13])[CH:10]=[C:6]2[N:5]=[C:4]([CH3:14])[C:3]=1[CH2:15][C:16]([O:18][CH3:19])=[O:17], predict the reactants needed to synthesize it. The reactants are: O[C:2]1[N:7]2[N:8]=[C:9]([CH2:11][CH2:12][CH3:13])[CH:10]=[C:6]2[N:5]=[C:4]([CH3:14])[C:3]=1[CH2:15][C:16]([O:18][CH3:19])=[O:17].P(Cl)(Cl)([Cl:22])=O.CN(C)C1C=CC=CC=1.